From a dataset of Catalyst prediction with 721,799 reactions and 888 catalyst types from USPTO. Predict which catalyst facilitates the given reaction. Reactant: [Cl:1][C:2]1[C:7]([Cl:8])=[CH:6][CH:5]=[CH:4][C:3]=1[N:9]1[CH2:14][CH2:13][N:12]([CH2:15][CH2:16][CH2:17][CH2:18][O:19][C:20]2[CH:29]=[C:28]3[C:23]([CH2:24][CH2:25][C:26](=[O:32])[N:27]3[CH2:30][OH:31])=[CH:22][CH:21]=2)[CH2:11][CH2:10]1.S(Cl)(Cl)=O.CO.[C:39]([O-])(O)=O.[Na+]. Product: [Cl:1][C:2]1[C:7]([Cl:8])=[CH:6][CH:5]=[CH:4][C:3]=1[N:9]1[CH2:14][CH2:13][N:12]([CH2:15][CH2:16][CH2:17][CH2:18][O:19][C:20]2[CH:29]=[C:28]3[C:23]([CH2:24][CH2:25][C:26](=[O:32])[N:27]3[CH2:30][O:31][CH3:39])=[CH:22][CH:21]=2)[CH2:11][CH2:10]1. The catalyst class is: 4.